From a dataset of Forward reaction prediction with 1.9M reactions from USPTO patents (1976-2016). Predict the product of the given reaction. (1) Given the reactants [N:1]([C:4]1[O:8][C:7]([CH:9]=O)=[CH:6][CH:5]=1)=[N+]=[N-].[O:11]1[CH2:16][CH2:15][N:14]([CH2:17][CH:18]2[O:22][CH-:21][N:20]([NH2:23])[C:19]2=O)[CH2:13][CH2:12]1.Cl.C([OH:28])C, predict the reaction product. The product is: [O:11]1[CH2:16][CH2:15][N:14]([CH2:17][CH:18]2[O:22][C:21](=[O:28])[N:20]([N:23]=[CH:9][C:7](=[O:8])[CH:6]=[CH:5][C:4]#[N:1])[CH2:19]2)[CH2:13][CH2:12]1. (2) Given the reactants C(N1C=CN=C1)C.[CH2:8]([N:20]1[CH:24]=[CH:23][N:22]=[CH:21]1)[CH2:9][CH2:10][CH2:11][CH2:12][CH2:13][CH2:14][CH2:15][CH2:16][CH2:17][CH2:18][CH3:19].[P:25]([O:37]CCCC)([O:32][CH2:33][CH2:34][CH2:35][CH3:36])([O:27][CH2:28][CH2:29][CH2:30][CH3:31])=[O:26], predict the reaction product. The product is: [CH2:33]([O:32][P:25]([O-:37])([O:27][CH2:28][CH2:29][CH2:30][CH3:31])=[O:26])[CH2:34][CH2:35][CH3:36].[CH2:28]([N+:22]1[CH:23]=[CH:24][N:20]([CH2:8][CH2:9][CH2:10][CH2:11][CH2:12][CH2:13][CH2:14][CH2:15][CH2:16][CH2:17][CH2:18][CH3:19])[CH:21]=1)[CH2:29][CH2:30][CH3:31]. (3) Given the reactants [Br:1][C:2]1[CH:3]=[CH:4][C:5]([F:25])=[C:6]([C@:8]23[CH2:17][O:16][C@@H:15]([C:18]4[CH:19]=[N:20][N:21]([CH3:23])[CH:22]=4)[CH2:14][C@H:13]2[CH2:12][S:11][C:10]([NH2:24])=[N:9]3)[CH:7]=1.C(N(CC)CC)C.[C:33](O[C:33](=[O:40])[C:34]1[CH:39]=[CH:38][CH:37]=[CH:36][CH:35]=1)(=[O:40])[C:34]1[CH:39]=[CH:38][CH:37]=[CH:36][CH:35]=1, predict the reaction product. The product is: [Br:1][C:2]1[CH:3]=[CH:4][C:5]([F:25])=[C:6]([C@:8]23[CH2:17][O:16][C@@H:15]([C:18]4[CH:19]=[N:20][N:21]([CH3:23])[CH:22]=4)[CH2:14][C@H:13]2[CH2:12][S:11][C:10]([NH:24][C:33](=[O:40])[C:34]2[CH:39]=[CH:38][CH:37]=[CH:36][CH:35]=2)=[N:9]3)[CH:7]=1. (4) Given the reactants CS([C:5]1[N:10]=[C:9]([C:11]2[N:15]3[CH:16]=[CH:17][CH:18]=[CH:19][C:14]3=[N:13][C:12]=2[C:20]2[CH:25]=[CH:24][CH:23]=[C:22]([CH3:26])[N:21]=2)[CH:8]=[CH:7][N:6]=1)(=O)=O.[NH2:27][CH2:28][CH2:29][NH:30][C:31](=[O:33])[CH3:32], predict the reaction product. The product is: [CH3:26][C:22]1[N:21]=[C:20]([C:12]2[N:13]=[C:14]3[CH:19]=[CH:18][CH:17]=[CH:16][N:15]3[C:11]=2[C:9]2[CH:8]=[CH:7][N:6]=[C:5]([NH:27][CH2:28][CH2:29][NH:30][C:31](=[O:33])[CH3:32])[N:10]=2)[CH:25]=[CH:24][CH:23]=1. (5) The product is: [Cl:1][C:2]1[S:6][C:5]([C:7]([NH:9][CH2:10][C:11]2[N:12]=[CH:13][N:14]([C:16]3[CH:21]=[CH:20][C:19]([N:23]4[CH2:28][CH2:27][O:26][CH2:25][C:24]4=[O:29])=[CH:18][CH:17]=3)[CH:15]=2)=[O:8])=[CH:4][CH:3]=1. Given the reactants [Cl:1][C:2]1[S:6][C:5]([C:7]([NH:9][CH2:10][C:11]2[N:12]=[CH:13][N:14]([C:16]3[CH:21]=[CH:20][C:19](I)=[CH:18][CH:17]=3)[CH:15]=2)=[O:8])=[CH:4][CH:3]=1.[NH:23]1[CH2:28][CH2:27][O:26][CH2:25][C:24]1=[O:29].OC1C=CC=C2C=1N=CC=C2.C([O-])([O-])=O.[K+].[K+], predict the reaction product.